Dataset: Forward reaction prediction with 1.9M reactions from USPTO patents (1976-2016). Task: Predict the product of the given reaction. (1) The product is: [CH:10]1[C:11]2[CH2:12][CH2:1][CH2:2][CH2:3][CH:4]([OH:5])[C:6]=2[CH:7]=[CH:8][CH:9]=1. Given the reactants [CH2:1]1[CH2:12][C:11]2[C:6](=[CH:7][CH:8]=[CH:9][CH:10]=2)[C:4](=[O:5])[CH2:3][CH2:2]1.[BH4-].[Na+].[Cl-].[NH4+], predict the reaction product. (2) Given the reactants [N:1]1[C:10]2[C:5](=[CH:6][C:7]([CH2:11][N:12]3[C:16]4=[N:17][C:18]([C:21](=[N:23][OH:24])[CH3:22])=[CH:19][CH:20]=[C:15]4[N:14]=[N:13]3)=[CH:8][CH:9]=2)[CH:4]=[CH:3][CH:2]=1.[C:25]([O-])(=O)C.[Na+].Cl.O(N)C, predict the reaction product. The product is: [CH3:25][O:24][N:23]=[C:21]([C:18]1[N:17]=[C:16]2[N:12]([CH2:11][C:7]3[CH:6]=[C:5]4[C:10](=[CH:9][CH:8]=3)[N:1]=[CH:2][CH:3]=[CH:4]4)[N:13]=[N:14][C:15]2=[CH:20][CH:19]=1)[CH3:22]. (3) Given the reactants [NH2:1][C:2]1[S:3][C:4]2[CH:10]=[CH:9][CH:8]=[C:7]([O:11][CH3:12])[C:5]=2[N:6]=1.[CH2:13]([N:20]=[C:21]=[O:22])[C:14]1[CH:19]=[CH:18][CH:17]=[CH:16][CH:15]=1, predict the reaction product. The product is: [CH2:13]([NH:20][C:21]([NH:1][C:2]1[S:3][C:4]2[CH:10]=[CH:9][CH:8]=[C:7]([O:11][CH3:12])[C:5]=2[N:6]=1)=[O:22])[C:14]1[CH:19]=[CH:18][CH:17]=[CH:16][CH:15]=1. (4) Given the reactants Cl[C:2]1[N:10]=[C:9]([Cl:11])[CH:8]=[CH:7][C:3]=1[C:4]([NH2:6])=[O:5].[O:12]([C:19]1[CH:24]=[CH:23][C:22]([OH:25])=[CH:21][CH:20]=1)[C:13]1[CH:18]=[CH:17][CH:16]=[CH:15][CH:14]=1.CN(C=O)C.C(=O)([O-])[O-].[Cs+].[Cs+], predict the reaction product. The product is: [Cl:11][C:9]1[CH:8]=[CH:7][C:3]([C:4]([NH2:6])=[O:5])=[C:2]([O:25][C:22]2[CH:21]=[CH:20][C:19]([O:12][C:13]3[CH:18]=[CH:17][CH:16]=[CH:15][CH:14]=3)=[CH:24][CH:23]=2)[N:10]=1. (5) Given the reactants C=O.O.[O:4]1[C:8]2[CH:9]=[CH:10][C:11]([CH:13]([CH:16]3[CH2:21][CH2:20][NH:19][CH2:18][CH2:17]3)[C:14]#[N:15])=[CH:12][C:7]=2[O:6][CH2:5]1.[C:22](O[BH-](OC(=O)C)OC(=O)C)(=O)C.[Na+], predict the reaction product. The product is: [O:4]1[C:8]2[CH:9]=[CH:10][C:11]([CH:13]([CH:16]3[CH2:17][CH2:18][N:19]([CH3:22])[CH2:20][CH2:21]3)[C:14]#[N:15])=[CH:12][C:7]=2[O:6][CH2:5]1. (6) The product is: [CH3:1][N:2]1[CH2:7][CH2:6][N:5]([CH2:8][C:9]2[CH:16]=[CH:15][C:12]([C:23](=[O:22])[CH3:24])=[CH:11][CH:10]=2)[CH2:4][CH2:3]1. Given the reactants [CH3:1][N:2]1[CH2:7][CH2:6][N:5]([CH2:8][C:9]2[CH:16]=[CH:15][C:12](C#N)=[CH:11][CH:10]=2)[CH2:4][CH2:3]1.C[Mg]Br.C([O:22][CH2:23][CH3:24])C.Cl, predict the reaction product.